This data is from Reaction yield outcomes from USPTO patents with 853,638 reactions. The task is: Predict the reaction yield, written as a fraction of the theoretical maximum amount of product (1.0 means a 100% yield; for example, 0.34 means a 34% yield). (1) The reactants are [CH2:1]([O:4][C@H:5]1[CH2:9][N:8]([C:10]([O:12][C:13]([CH3:16])([CH3:15])[CH3:14])=[O:11])[C@@H:7]([C@H:17]2[O:21]C(C)(C)[NH:19][C@H:18]2[CH2:24][C:25]2[CH:30]=[CH:29][CH:28]=[CH:27][CH:26]=2)[CH2:6]1)[CH:2]=[CH2:3].[CH3:31][C:32]1[N:33]=[C:34]([C@H:37]2[CH2:41][CH2:40][CH2:39][N:38]2[C:42]([C:44]2[CH:45]=[C:46]([CH:50]=[C:51]([C:53]3[O:54][CH:55]=[CH:56][N:57]=3)[CH:52]=2)[C:47](O)=[O:48])=[O:43])[S:35][CH:36]=1.C1CN([P+](ON2N=NC3C=CC=CC2=3)(N2CCCC2)N2CCCC2)CC1.F[P-](F)(F)(F)(F)F.C(N(CC)CC)C. The catalyst is C(Cl)Cl.O. The product is [CH2:1]([O:4][C@H:5]1[CH2:9][N:8]([C:10]([O:12][C:13]([CH3:16])([CH3:15])[CH3:14])=[O:11])[C@@H:7]([C@@H:17]([OH:21])[C@@H:18]([NH:19][C:47](=[O:48])[C:46]2[CH:50]=[C:51]([C:53]3[O:54][CH:55]=[CH:56][N:57]=3)[CH:52]=[C:44]([C:42]([N:38]3[CH2:39][CH2:40][CH2:41][C@@H:37]3[C:34]3[S:35][CH:36]=[C:32]([CH3:31])[N:33]=3)=[O:43])[CH:45]=2)[CH2:24][C:25]2[CH:26]=[CH:27][CH:28]=[CH:29][CH:30]=2)[CH2:6]1)[CH:2]=[CH2:3]. The yield is 0.440. (2) The reactants are [CH3:1][C:2]1[CH:7]=[CH:6][CH:5]=[CH:4][C:3]=1[C:8]([N:10]=[C:11]=[S:12])=[O:9].[CH3:13][O:14][C:15]1[CH:16]=[C:17]2[C:22](=[CH:23][C:24]=1[O:25][CH3:26])[N:21]=[CH:20][CH:19]=[C:18]2[O:27][C:28]1[CH:34]=[CH:33][C:31]([NH2:32])=[C:30]([CH3:35])[C:29]=1[CH3:36].C1(C)C=CC=CC=1. The catalyst is C(O)C. The product is [CH3:13][O:14][C:15]1[CH:16]=[C:17]2[C:22](=[CH:23][C:24]=1[O:25][CH3:26])[N:21]=[CH:20][CH:19]=[C:18]2[O:27][C:28]1[CH:34]=[CH:33][C:31]([NH:32][C:11]([NH:10][C:8](=[O:9])[C:3]2[CH:4]=[CH:5][CH:6]=[CH:7][C:2]=2[CH3:1])=[S:12])=[C:30]([CH3:35])[C:29]=1[CH3:36]. The yield is 0.790. (3) The reactants are [C:1]([O:5][C:6]([N:8]1[CH:12]=[CH:11][CH:10]=[C:9]1[C:13]1[CH:22]=[CH:21][C:16]([C:17]([O:19][CH3:20])=[O:18])=[CH:15][N:14]=1)=[O:7])([CH3:4])([CH3:3])[CH3:2].[Br:23]N1C(=O)CCC1=O.O. The catalyst is O1CCCC1. The product is [Br:23][C:12]1[N:8]([C:6]([O:5][C:1]([CH3:4])([CH3:2])[CH3:3])=[O:7])[C:9]([C:13]2[CH:22]=[CH:21][C:16]([C:17]([O:19][CH3:20])=[O:18])=[CH:15][N:14]=2)=[CH:10][CH:11]=1. The yield is 0.680. (4) The reactants are [F:1][C:2]1[CH:3]=[C:4]2[C:8](=[CH:9][CH:10]=1)[N:7]([CH2:11][CH2:12][CH2:13][C:14]([OH:16])=O)[CH:6]=[CH:5]2.[F:17][C:18]1[CH:19]=[CH:20][C:21]([O:27][CH3:28])=[C:22]([CH:26]=1)[CH2:23][NH:24][CH3:25]. No catalyst specified. The product is [F:1][C:2]1[CH:3]=[C:4]2[C:8](=[CH:9][CH:10]=1)[N:7]([CH2:11][CH2:12][CH2:13][C:14]([N:24]([CH2:23][C:22]1[CH:26]=[C:18]([F:17])[CH:19]=[CH:20][C:21]=1[O:27][CH3:28])[CH3:25])=[O:16])[CH:6]=[CH:5]2. The yield is 0.330. (5) The reactants are [CH2:1]([O:3][C:4](=[O:17])[CH:5]([C:15]#[N:16])[C:6]1[C:11]([N+:12]([O-])=[O:13])=[CH:10][CH:9]=[CH:8][N:7]=1)[CH3:2].Cl. The catalyst is C(O)C.[Pd]. The product is [CH2:1]([O:3][C:4]([C:5]1[C:6]2=[N:7][CH:8]=[CH:9][CH:10]=[C:11]2[N:12]([OH:13])[C:15]=1[NH2:16])=[O:17])[CH3:2]. The yield is 0.620. (6) The reactants are [CH3:1][S:2](Cl)(=[O:4])=[O:3].[OH:6][CH:7]1[CH2:12][CH2:11][CH2:10][N:9]([C:13]([O:15][C:16]([CH3:19])([CH3:18])[CH3:17])=[O:14])[CH2:8]1.CCN(CC)CC. The catalyst is C(Cl)Cl. The product is [CH3:1][S:2]([O:6][CH:7]1[CH2:12][CH2:11][CH2:10][N:9]([C:13]([O:15][C:16]([CH3:19])([CH3:18])[CH3:17])=[O:14])[CH2:8]1)(=[O:4])=[O:3]. The yield is 1.00. (7) The reactants are OC(C(F)(F)F)=O.[NH:8]1[CH2:11][CH:10]([C:12]2[CH:33]=[CH:32][C:15]3[C:16]4[N:17]=[C:18]([C:24]5[N:25]([CH:29]([CH3:31])[CH3:30])[N:26]=[CH:27][N:28]=5)[S:19][C:20]=4[CH2:21][CH2:22][O:23][C:14]=3[CH:13]=2)[CH2:9]1.[OH:34][C:35]([CH3:40])([CH3:39])[C:36](O)=[O:37]. The catalyst is CN(C=O)C. The product is [OH:34][C:35]([CH3:40])([CH3:39])[C:36]([N:8]1[CH2:11][CH:10]([C:12]2[CH:33]=[CH:32][C:15]3[C:16]4[N:17]=[C:18]([C:24]5[N:25]([CH:29]([CH3:31])[CH3:30])[N:26]=[CH:27][N:28]=5)[S:19][C:20]=4[CH2:21][CH2:22][O:23][C:14]=3[CH:13]=2)[CH2:9]1)=[O:37]. The yield is 0.210.